Task: Predict the product of the given reaction.. Dataset: Forward reaction prediction with 1.9M reactions from USPTO patents (1976-2016) Given the reactants [Cl:1][C:2]1[CH:3]=[CH:4][C:5]2[NH:10][C:9](=[O:11])[CH:8]([CH:12]([OH:17])[C:13]([O:15][CH3:16])=[O:14])[NH:7][C:6]=2[N:18]=1.ClC1N=C(N[C@@H]([C@H](O)C(OC)=O)C(OC)=O)C([N+]([O-])=O)=CC=1, predict the reaction product. The product is: [Cl:1][C:2]1[CH:3]=[CH:4][C:5]2[NH:10][C:9](=[O:11])[C@H:8]([C@H:12]([OH:17])[C:13]([O:15][CH3:16])=[O:14])[NH:7][C:6]=2[N:18]=1.